This data is from Catalyst prediction with 721,799 reactions and 888 catalyst types from USPTO. The task is: Predict which catalyst facilitates the given reaction. (1) Reactant: [NH2:1][C:2]1[CH:7]=[CH:6][C:5]([CH2:8][C:9]#[N:10])=[CH:4][CH:3]=1.[C:11](O[C:11]([O:13][CH2:14][C:15]1[CH:20]=[CH:19][CH:18]=[CH:17][CH:16]=1)=[O:12])([O:13][CH2:14][C:15]1[CH:20]=[CH:19][CH:18]=[CH:17][CH:16]=1)=[O:12].C(Cl)Cl.CO. Product: [CH2:14]([O:13][C:11](=[O:12])[NH:1][C:2]1[CH:7]=[CH:6][C:5]([CH2:8][C:9]#[N:10])=[CH:4][CH:3]=1)[C:15]1[CH:20]=[CH:19][CH:18]=[CH:17][CH:16]=1. The catalyst class is: 12. (2) Product: [OH:32][C:4]1[CH:3]=[C:12]2[C:7]([C:8]([CH3:31])=[C:9]([C:14]3[CH:15]=[CH:16][C:17]([C:18]([NH:20][CH2:21][CH2:22][N:23]4[CH2:24][CH2:25][O:26][CH2:27][CH2:28]4)=[O:19])=[CH:29][CH:30]=3)[C:10](=[O:13])[O:11]2)=[CH:6][CH:5]=1. Reactant: C([C:3]1[C:4]([OH:32])=[CH:5][CH:6]=[C:7]2[C:12]=1[O:11][C:10](=[O:13])[C:9]([C:14]1[CH:30]=[CH:29][C:17]([C:18]([NH:20][CH2:21][CH2:22][N:23]3[CH2:28][CH2:27][O:26][CH2:25][CH2:24]3)=[O:19])=[CH:16][CH:15]=1)=[C:8]2[CH3:31])=O.OC1C=CC2N=C(C3C=CC(C(N4CCN(C)CC4)=O)=CC=3)C=CC=2C=1C=O. The catalyst class is: 501.